This data is from Reaction yield outcomes from USPTO patents with 853,638 reactions. The task is: Predict the reaction yield, written as a fraction of the theoretical maximum amount of product (1.0 means a 100% yield; for example, 0.34 means a 34% yield). (1) The reactants are [CH2:1]([O:3][C:4](=[O:19])[C:5]1[CH:10]=[CH:9][C:8]([O:11][CH:12]2[CH2:17][CH2:16][CH:15]([NH2:18])[CH2:14][CH2:13]2)=[CH:7][CH:6]=1)[CH3:2].[CH:20]1([C:23](Cl)=[O:24])[CH2:22][CH2:21]1.O. The catalyst is C(Cl)Cl. The product is [CH2:1]([O:3][C:4](=[O:19])[C:5]1[CH:6]=[CH:7][C:8]([O:11][CH:12]2[CH2:17][CH2:16][CH:15]([NH:18][C:23]([CH:20]3[CH2:22][CH2:21]3)=[O:24])[CH2:14][CH2:13]2)=[CH:9][CH:10]=1)[CH3:2]. The yield is 0.910. (2) The reactants are C([C@H]1CN(C2C=C[C:21]([O:24]C)=[C:20]3C=2C=CC(C(F)(F)F)=N3)CCN1CC(O)=O)C1C=CC=CC=1.[O:34]1[CH2:39][CH2:38][CH2:37][CH2:36][CH:35]1[O:40][NH2:41].C1CCC(N=C=NC2CCCCC2)CC1.CCOC(C)=O. The catalyst is C(Cl)Cl.CN(C1C=CN=CC=1)C. The product is [O:34]1[CH2:39][CH2:38][CH2:37][CH2:36][CH:35]1[O:40][NH:41][C:21](=[O:24])[CH3:20]. The yield is 0.740. (3) The reactants are [Br:1]Br.[CH3:3][O:4][C:5](=[O:13])[C:6]1[CH:11]=[CH:10][N:9]=[C:8]([NH2:12])[CH:7]=1.S([O-])([O-])(=O)=S.[Na+].[Na+]. The catalyst is C(Cl)(Cl)Cl. The product is [CH3:3][O:4][C:5](=[O:13])[C:6]1[C:11]([Br:1])=[CH:10][N:9]=[C:8]([NH2:12])[CH:7]=1. The yield is 0.230. (4) The reactants are [C:1]([C:3]1[CH:8]=[CH:7][C:6]([CH2:9][C:10]([OH:12])=[O:11])=[C:5]([N+:13]([O-:15])=[O:14])[CH:4]=1)#[N:2].S(Cl)(Cl)=O.[CH3:20]O. No catalyst specified. The product is [C:1]([C:3]1[CH:8]=[CH:7][C:6]([CH2:9][C:10]([O:12][CH3:20])=[O:11])=[C:5]([N+:13]([O-:15])=[O:14])[CH:4]=1)#[N:2]. The yield is 0.970. (5) The reactants are Br[C:2]1[CH:3]=[C:4]2[C:8](=[C:9]([Cl:11])[CH:10]=1)[C:7](=[O:12])[N:6]([C@H:13]([CH:15]1[CH2:17][CH2:16]1)[CH3:14])[CH2:5]2.C1(P(C2C=CC=CC=2)C2C=CC=CC=2)C=CC=CC=1.[C:37]([Si:39]([CH3:42])([CH3:41])[CH3:40])#[CH:38].[SiH4]. The catalyst is C(NC(C)C)(C)C.C([O-])(=O)C.[Cu+2].C([O-])(=O)C.C1C=CC(C#N)=CC=1.C1C=CC(C#N)=CC=1.Cl[Pd]Cl. The product is [Cl:11][C:9]1[CH:10]=[C:2]([C:38]#[C:37][Si:39]([CH3:42])([CH3:41])[CH3:40])[CH:3]=[C:4]2[C:8]=1[C:7](=[O:12])[N:6]([C@H:13]([CH:15]1[CH2:17][CH2:16]1)[CH3:14])[CH2:5]2. The yield is 0.930. (6) The reactants are [CH2:1]([C:8]1[CH:13]=[C:12]([CH3:14])[N:11]=[C:10](Cl)[N:9]=1)[C:2]1[CH:7]=[CH:6][CH:5]=[CH:4][CH:3]=1.CO.[C:18](=[O:21])([O-])[O-].[K+].[K+].C1(C2C=CC=CC=2)C=CC=CC=1.[NH2:36][C:37]1[CH:42]=[CH:41][C:40]([N:43]2[CH:47]=[C:46](CO)[N:45]=[CH:44]2)=[CH:39][CH:38]=1. The catalyst is O1CCOCC1.CN(C)C(=O)C.C([O-])(=O)C.[Pd+2].C([O-])(=O)C. The product is [CH2:1]([C:8]1[CH:13]=[C:12]([CH3:14])[N:11]=[C:10]([NH:36][C:37]2[CH:38]=[CH:39][C:40]([N:43]3[CH:47]=[CH:46][N:45]=[C:44]3[CH2:18][OH:21])=[CH:41][CH:42]=2)[N:9]=1)[C:2]1[CH:7]=[CH:6][CH:5]=[CH:4][CH:3]=1. The yield is 0.520. (7) The reactants are [Br:1][C:2]1[CH:3]=[C:4]2[C:8](=[CH:9][CH:10]=1)[NH:7][N:6]=[C:5]2[C:11]([O:13][CH3:14])=[O:12].C1(C)C=CC(S([O-])(=O)=O)=CC=1.[NH+]1C=CC=CC=1.[O:32]1[CH:37]=[CH:36][CH2:35][CH2:34][CH2:33]1. The catalyst is ClC(Cl)C. The product is [Br:1][C:2]1[CH:3]=[C:4]2[C:8](=[CH:9][CH:10]=1)[N:7]([CH:33]1[CH2:34][CH2:35][CH2:36][CH2:37][O:32]1)[N:6]=[C:5]2[C:11]([O:13][CH3:14])=[O:12]. The yield is 0.820.